From a dataset of Full USPTO retrosynthesis dataset with 1.9M reactions from patents (1976-2016). Predict the reactants needed to synthesize the given product. (1) Given the product [BrH:1].[Cl:12][C:7]1[CH:6]=[C:5]([C:3]2[N:18]3[CH2:19][CH2:20][N:16]=[C:17]3[S:21][C:2]=2[CH:13]([CH3:15])[CH3:14])[CH:10]=[CH:9][C:8]=1[Cl:11], predict the reactants needed to synthesize it. The reactants are: [Br:1][CH:2]([CH:13]([CH3:15])[CH3:14])[C:3]([C:5]1[CH:10]=[CH:9][C:8]([Cl:11])=[C:7]([Cl:12])[CH:6]=1)=O.[NH:16]1[CH2:20][CH2:19][NH:18][C:17]1=[S:21]. (2) The reactants are: C([N:8]1[CH2:13][CH2:12][N:11]2[CH:14]=[N:15][C:16]([C:17]([O:19][CH3:20])=[O:18])=[C:10]2[CH2:9]1)C1C=CC=CC=1. Given the product [C:16]1([C:17]([O:19][CH3:20])=[O:18])[N:15]=[CH:14][N:11]2[CH2:12][CH2:13][NH:8][CH2:9][C:10]=12, predict the reactants needed to synthesize it. (3) Given the product [C:1]([OH:6])(=[O:5])[CH:2]=[CH2:3].[NH2:9][C:12]([O:15][CH2:16][CH3:17])=[O:14], predict the reactants needed to synthesize it. The reactants are: [C:1]([O:6]CC[N:9]=C=O)(=[O:5])[C:2](C)=[CH2:3].[C:12]([O:15][CH2:16][CH3:17])(=[O:14])C.